Dataset: Catalyst prediction with 721,799 reactions and 888 catalyst types from USPTO. Task: Predict which catalyst facilitates the given reaction. (1) Reactant: [Br:1][C:2]1[N:6]2[N:7]=[C:8](F)[CH:9]=[CH:10][C:5]2=[N:4][CH:3]=1.[CH2:12]([O:14][C:15]1[CH:23]=[CH:22][CH:21]=[CH:20][C:16]=1[CH2:17][CH2:18][NH2:19])[CH3:13].C(N(CC)CC)C. Product: [Br:1][C:2]1[N:6]2[N:7]=[C:8]([NH:19][CH2:18][CH2:17][C:16]3[CH:20]=[CH:21][CH:22]=[CH:23][C:15]=3[O:14][CH2:12][CH3:13])[CH:9]=[CH:10][C:5]2=[N:4][CH:3]=1. The catalyst class is: 32. (2) Reactant: [C:1]([O:5][C:6]([N:8]1[CH2:12][CH2:11][CH:10]([NH:13][S:14]([CH3:17])(=[O:16])=[O:15])[CH2:9]1)=[O:7])([CH3:4])([CH3:3])[CH3:2].[H-].[Na+].Br[CH2:21][C:22]1[S:30][C:29]2[C:28]([N:31]3[CH2:36][CH2:35][O:34][CH2:33][CH2:32]3)=[N:27][C:26]([Cl:37])=[N:25][C:24]=2[CH:23]=1. Product: [C:1]([O:5][C:6]([N:8]1[CH2:12][CH2:11][CH:10]([N:13]([CH2:21][C:22]2[S:30][C:29]3[C:28]([N:31]4[CH2:36][CH2:35][O:34][CH2:33][CH2:32]4)=[N:27][C:26]([Cl:37])=[N:25][C:24]=3[CH:23]=2)[S:14]([CH3:17])(=[O:16])=[O:15])[CH2:9]1)=[O:7])([CH3:4])([CH3:3])[CH3:2]. The catalyst class is: 3. (3) Reactant: [CH3:1][C:2]1[CH:3]=[C:4]2[C:8](=[CH:9][C:10]=1[CH3:11])[C:7](=[O:12])[N:6]([C:13]1[CH:14]=[N:15][CH:16]=[CH:17][CH:18]=1)[CH:5]2[CH2:19][CH2:20][OH:21].[C:22](Cl)(=[O:25])[CH2:23][CH3:24].C(N(CC)CC)C. Product: [CH3:1][C:2]1[CH:3]=[C:4]2[C:8](=[CH:9][C:10]=1[CH3:11])[C:7](=[O:12])[N:6]([C:13]1[CH:14]=[N:15][CH:16]=[CH:17][CH:18]=1)[CH:5]2[CH2:19][CH2:20][O:21][C:22]([CH2:23][CH3:24])=[O:25]. The catalyst class is: 4. (4) Reactant: Cl.[OH:2][C@H:3]1[CH2:7][N:6]([C:8]2[N:9]=[C:10]([NH:17][C:18]3[NH:22][N:21]=[C:20]([CH:23]4[CH2:27][CH2:26][CH2:25][CH2:24]4)[CH:19]=3)[C:11]3[CH2:16][CH2:15][CH2:14][C:12]=3[N:13]=2)[C@H:5]([C:28]([OH:30])=O)[CH2:4]1.[NH:31]1[CH2:36][CH2:35][CH2:34][CH2:33][CH2:32]1.CCN=C=NCCCN(C)C.Cl.C1C=CC2N(O)N=NC=2C=1.C(N(CC)C(C)C)(C)C. Product: [CH:23]1([C:20]2[NH:21][N:22]=[C:18]([NH:17][C:10]3[C:11]4[CH2:16][CH2:15][CH2:14][C:12]=4[N:13]=[C:8]([N:6]4[CH2:7][C@H:3]([OH:2])[CH2:4][C@H:5]4[C:28]([N:31]4[CH2:36][CH2:35][CH2:34][CH2:33][CH2:32]4)=[O:30])[N:9]=3)[CH:19]=2)[CH2:24][CH2:25][CH2:26][CH2:27]1. The catalyst class is: 18. (5) Reactant: [OH:1][C:2]1[CH:3]=[C:4]([NH:8][C:9](=[O:11])[CH3:10])[CH:5]=[CH:6][CH:7]=1.C([O-])([O-])=O.[K+].[K+].Br[CH2:19][C:20]([O:22][CH2:23][CH3:24])=[O:21]. Product: [CH2:23]([O:22][C:20](=[O:21])[CH2:19][O:1][C:2]1[CH:7]=[CH:6][CH:5]=[C:4]([NH:8][C:9](=[O:11])[CH3:10])[CH:3]=1)[CH3:24]. The catalyst class is: 21. (6) Reactant: [NH2:1][CH2:2][C@@H:3]1[CH2:8][CH2:7][N:6]([CH2:9][C:10]2[CH:15]=[CH:14][CH:13]=[CH:12][CH:11]=2)[CH2:5][C@H:4]1[OH:16].CN([CH:20]=[O:21])C.C1N=CN(C(N2C=NC=C2)=O)C=1. Product: [CH2:9]([N:6]1[CH2:7][CH2:8][C@H:3]2[CH2:2][NH:1][C:20](=[O:21])[O:16][C@@H:4]2[CH2:5]1)[C:10]1[CH:15]=[CH:14][CH:13]=[CH:12][CH:11]=1. The catalyst class is: 25. (7) Reactant: [PH:1](=[O:12])([O:7][C:8]([CH3:11])([CH3:10])[CH3:9])[O:2][C:3]([CH3:6])([CH3:5])[CH3:4].[O-:13][Mn](=O)(=O)=O.[K+:18]. Product: [P:1]([O-:13])([O:7][C:8]([CH3:11])([CH3:10])[CH3:9])([O:2][C:3]([CH3:5])([CH3:6])[CH3:4])=[O:12].[K+:18]. The catalyst class is: 6. (8) Reactant: [CH3:1][O:2][C:3]([CH:5]1[CH2:9][CH2:8][CH2:7][NH:6]1)=[O:4].C(N(CC)CC)C.[F:17][C:18]1[CH:23]=[CH:22][CH:21]=[C:20]([N+:24]([O-:26])=[O:25])[C:19]=1F. Product: [F:17][C:18]1[CH:23]=[CH:22][CH:21]=[C:20]([N+:24]([O-:26])=[O:25])[C:19]=1[N:6]1[CH2:7][CH2:8][CH2:9][CH:5]1[C:3]([O:2][CH3:1])=[O:4]. The catalyst class is: 10.